From a dataset of Full USPTO retrosynthesis dataset with 1.9M reactions from patents (1976-2016). Predict the reactants needed to synthesize the given product. The reactants are: [Br:1][C:2]1[CH:23]=[CH:22][CH:21]=[CH:20][C:3]=1[O:4][CH:5]1[CH2:10][CH2:9][N:8]([C:11]2[S:15][C:14]([C:16](=[N:18][OH:19])[NH2:17])=[N:13][N:12]=2)[CH2:7][CH2:6]1.[C:24](OC(=O)C)(=O)[CH3:25]. Given the product [Br:1][C:2]1[CH:23]=[CH:22][CH:21]=[CH:20][C:3]=1[O:4][CH:5]1[CH2:6][CH2:7][N:8]([C:11]2[S:15][C:14]([C:16]3[N:17]=[C:24]([CH3:25])[O:19][N:18]=3)=[N:13][N:12]=2)[CH2:9][CH2:10]1, predict the reactants needed to synthesize it.